From a dataset of Peptide-MHC class II binding affinity with 134,281 pairs from IEDB. Regression. Given a peptide amino acid sequence and an MHC pseudo amino acid sequence, predict their binding affinity value. This is MHC class II binding data. (1) The peptide sequence is HDGGCRKELAAVSVD. The MHC is DRB1_0301 with pseudo-sequence DRB1_0301. The binding affinity (normalized) is 0.297. (2) The peptide sequence is GELQIVDKIDAAFKE. The MHC is DRB1_1302 with pseudo-sequence DRB1_1302. The binding affinity (normalized) is 0.412. (3) The peptide sequence is GVDYTITVYAVTYYK. The MHC is DRB1_0404 with pseudo-sequence DRB1_0404. The binding affinity (normalized) is 0.563. (4) The peptide sequence is PIEHIASMRRNYFTA. The MHC is DRB1_1101 with pseudo-sequence DRB1_1101. The binding affinity (normalized) is 0.469. (5) The peptide sequence is AVTYYKEADYSQIPI. The MHC is HLA-DPA10103-DPB10401 with pseudo-sequence HLA-DPA10103-DPB10401. The binding affinity (normalized) is 0.454.